From a dataset of Forward reaction prediction with 1.9M reactions from USPTO patents (1976-2016). Predict the product of the given reaction. (1) The product is: [Cl:1][C:2]1[C:7]2[CH:8]=[CH:21][C:22](=[O:23])[N:10]([C:11]3[C:16]([F:17])=[CH:15][CH:14]=[CH:13][C:12]=3[F:18])[C:6]=2[N:5]=[C:4]([S:19][CH3:20])[N:3]=1. Given the reactants [Cl:1][C:2]1[C:7]([CH:8]=O)=[C:6]([NH:10][C:11]2[C:16]([F:17])=[CH:15][CH:14]=[CH:13][C:12]=2[F:18])[N:5]=[C:4]([S:19][CH3:20])[N:3]=1.[CH3:21][C:22](OC(C)=O)=[O:23], predict the reaction product. (2) The product is: [N:47]([CH2:31][C:28]1[CH2:27][CH2:26][NH:25][C:24]2[N:23]=[CH:22][N:21]=[C:20]([NH:19][C:4]3[CH:5]=[CH:6][C:7]([O:8][C:9]4[CH:14]=[CH:13][CH:12]=[C:11]([C:15]([F:18])([F:17])[F:16])[CH:10]=4)=[C:2]([Cl:1])[CH:3]=3)[C:30]=2[CH:29]=1)=[N+:48]=[N-:49]. Given the reactants [Cl:1][C:2]1[CH:3]=[C:4]([NH:19][C:20]2[C:30]3[CH:29]=[C:28]([CH2:31]O)[CH2:27][CH2:26][NH:25][C:24]=3[N:23]=[CH:22][N:21]=2)[CH:5]=[CH:6][C:7]=1[O:8][C:9]1[CH:14]=[CH:13][CH:12]=[C:11]([C:15]([F:18])([F:17])[F:16])[CH:10]=1.C1(P([N:47]=[N+:48]=[N-:49])(C2C=CC=CC=2)=O)C=CC=CC=1.O, predict the reaction product. (3) Given the reactants [CH2:1]([C:4]1[CH:5]=[C:6]([NH2:25])[CH:7]=[C:8]2[C:13]=1[N:12]=[CH:11][C:10]([C:14]#[N:15])=[C:9]2[NH:16][C:17]1[CH:22]=[CH:21][C:20]([F:23])=[C:19]([Cl:24])[CH:18]=1)[CH:2]=[CH2:3].N1C=CC=CC=1.FC(F)(F)C(OC(=O)C(F)(F)F)=[O:35].C[N+]1([O-])CCOCC1.[Li+].[OH-:54], predict the reaction product. The product is: [NH2:25][C:6]1[CH:7]=[C:8]2[C:13](=[C:4]([CH2:1][CH:2]([OH:35])[CH2:3][OH:54])[CH:5]=1)[N:12]=[CH:11][C:10]([C:14]#[N:15])=[C:9]2[NH:16][C:17]1[CH:22]=[CH:21][C:20]([F:23])=[C:19]([Cl:24])[CH:18]=1. (4) Given the reactants [CH3:1][N:2]1[CH2:7][CH2:6][NH:5][CH2:4][CH2:3]1.[CH2:8]=O.[CH3:10][C:11]1[CH:15]=[C:14]([CH3:16])[NH:13][C:12]=1[CH:17]=[C:18]1[C:26]2[C:21](=[CH:22][CH:23]=[CH:24][CH:25]=2)[NH:20][C:19]1=[O:27], predict the reaction product. The product is: [CH3:10][C:11]1[CH:15]=[C:14]([CH3:16])[NH:13][C:12]=1/[CH:17]=[C:18]1\[C:19](=[O:27])[N:20]([CH2:1][N:2]2[CH2:7][CH2:6][N:5]([CH3:8])[CH2:4][CH2:3]2)[C:21]2[C:26]\1=[CH:25][CH:24]=[CH:23][CH:22]=2. (5) Given the reactants [C:1]([O:5][C:6]([N:8]([C:51]([O:53][C:54]([CH3:57])([CH3:56])[CH3:55])=[O:52])[C:9]1[C:18]2[C:13](=[CH:14][C:15]([NH:19][CH:20]([C:40]3[CH:45]=[C:44]([CH3:46])[C:43]([CH2:47][CH2:48][OH:49])=[C:42]([CH3:50])[CH:41]=3)[C:21]([NH:23][C@@H:24]([C:31]3[CH:36]=[CH:35][CH:34]=[C:33]([N+:37]([O-])=O)[CH:32]=3)[CH2:25][C:26]([O:28][CH2:29][CH3:30])=[O:27])=[O:22])=[CH:16][CH:17]=2)[CH:12]=[CH:11][N:10]=1)=[O:7])([CH3:4])([CH3:3])[CH3:2], predict the reaction product. The product is: [NH2:37][C:33]1[CH:32]=[C:31]([C@H:24]([NH:23][C:21](=[O:22])[CH:20]([NH:19][C:15]2[CH:14]=[C:13]3[C:18](=[CH:17][CH:16]=2)[C:9]([N:8]([C:6]([O:5][C:1]([CH3:4])([CH3:3])[CH3:2])=[O:7])[C:51]([O:53][C:54]([CH3:56])([CH3:57])[CH3:55])=[O:52])=[N:10][CH:11]=[CH:12]3)[C:40]2[CH:45]=[C:44]([CH3:46])[C:43]([CH2:47][CH2:48][OH:49])=[C:42]([CH3:50])[CH:41]=2)[CH2:25][C:26]([O:28][CH2:29][CH3:30])=[O:27])[CH:36]=[CH:35][CH:34]=1.